The task is: Predict the reaction yield, written as a fraction of the theoretical maximum amount of product (1.0 means a 100% yield; for example, 0.34 means a 34% yield).. This data is from Reaction yield outcomes from USPTO patents with 853,638 reactions. (1) The reactants are [F:1][C:2]([P:8](O[P:8]([C:10]([F:15])([F:16])[C:11]([F:13])([F:14])[F:12])([C:2]([F:1])([F:7])[C:3]([F:6])([F:5])[F:4])=[O:9])([C:10]([F:16])([F:15])[C:11]([F:14])([F:13])[F:12])=[O:9])([F:7])[C:3]([F:6])([F:5])[F:4].[Cl-:34].C([N+]1C=CN(C)C=1)CCC. No catalyst specified. The product is [F:1][C:2]([P:8]([Cl:34])([C:10]([F:16])([F:15])[C:11]([F:14])([F:13])[F:12])=[O:9])([F:7])[C:3]([F:6])([F:5])[F:4]. The yield is 0.880. (2) The reactants are [OH-:1].[Na+].[Br:3][C:4]1[CH:5]=[C:6]([CH:10]=[C:11](I)[CH:12]=1)[C:7]([OH:9])=[O:8]. The catalyst is O. The product is [Br:3][C:4]1[CH:5]=[C:6]([CH:10]=[C:11]([OH:1])[CH:12]=1)[C:7]([OH:9])=[O:8]. The yield is 0.930.